This data is from Forward reaction prediction with 1.9M reactions from USPTO patents (1976-2016). The task is: Predict the product of the given reaction. (1) Given the reactants [CH2:1]([O:3][C:4](=[O:38])[C:5]([CH3:37])([O:7][C:8]1[CH:13]=[CH:12][C:11]([O:14][CH2:15][CH2:16][C:17]2[N:18]=[C:19]([C:23]3[CH:28]=[CH:27][CH:26]=[C:25]([CH2:29][CH2:30]C4C=CC=CC=4)[CH:24]=3)[O:20][C:21]=2[CH3:22])=[CH:10][CH:9]=1)[CH3:6])[CH3:2], predict the reaction product. The product is: [CH2:1]([O:3][C:4](=[O:38])[C:5]([O:7][C:8]1[CH:9]=[CH:10][C:11]([O:14][CH2:15][CH2:16][C:17]2[N:18]=[C:19]([C:23]3[CH:28]=[CH:27][CH:26]=[C:25]([CH2:29][CH3:30])[CH:24]=3)[O:20][C:21]=2[CH3:22])=[CH:12][CH:13]=1)([CH3:37])[CH3:6])[CH3:2]. (2) Given the reactants [CH3:1][N:2]1[CH2:7][CH2:6][N:5]([CH2:8][N:9]2[C:17]3[C:12](=[CH:13][CH:14]=[CH:15][CH:16]=3)[C:11]3([C:21]4=[CH:22][C:23]5[O:27][CH2:26][O:25][C:24]=5[CH:28]=[C:20]4[O:19][CH2:18]3)[C:10]2=[O:29])[CH2:4][CH2:3]1.[ClH:30], predict the reaction product. The product is: [ClH:30].[CH3:1][N:2]1[CH2:3][CH2:4][N:5]([CH2:8][N:9]2[C:17]3[C:12](=[CH:13][CH:14]=[CH:15][CH:16]=3)[C:11]3([C:21]4=[CH:22][C:23]5[O:27][CH2:26][O:25][C:24]=5[CH:28]=[C:20]4[O:19][CH2:18]3)[C:10]2=[O:29])[CH2:6][CH2:7]1. (3) Given the reactants C(OC(=O)[NH:7][CH2:8][CH2:9][C:10]([N:12]1[CH2:17][CH2:16][N:15]([C:18]2[N:19]=[C:20]3[CH:44]=[C:43]([C:45]([NH:47][C:48]4[S:49][CH:50]=[C:51]([C:53]([CH3:56])([CH3:55])[CH3:54])[N:52]=4)=[O:46])[CH:42]=[CH:41][N:21]3[C:22](=[O:40])[C:23]=2/[CH:24]=[CH:25]/[C:26]2[N:30]([CH2:31][C:32]3[CH:37]=[CH:36][C:35]([O:38][CH3:39])=[CH:34][CH:33]=3)[N:29]=[N:28][N:27]=2)[CH2:14][CH2:13]1)=[O:11])(C)(C)C, predict the reaction product. The product is: [C:53]([C:51]1[N:52]=[C:48]([NH:47][C:45]([C:43]2[CH:42]=[CH:41][N:21]3[C:22](=[O:40])[C:23](/[CH:24]=[CH:25]/[C:26]4[N:30]([CH2:31][C:32]5[CH:37]=[CH:36][C:35]([O:38][CH3:39])=[CH:34][CH:33]=5)[N:29]=[N:28][N:27]=4)=[C:18]([N:15]4[CH2:14][CH2:13][N:12]([C:10](=[O:11])[CH2:9][CH2:8][NH2:7])[CH2:17][CH2:16]4)[N:19]=[C:20]3[CH:44]=2)=[O:46])[S:49][CH:50]=1)([CH3:56])([CH3:54])[CH3:55]. (4) The product is: [F:22][C:18]1[CH:17]=[C:16]([C:15]2[S:14][C:13]([CH3:23])=[N:12][C:11]=2[C:9]([N:4]2[C@H:3]([CH2:2][NH:1][C:34]([C:25]3[CH:26]=[CH:27][C:28]4[C:33](=[CH:32][CH:31]=[CH:30][CH:29]=4)[N:24]=3)=[O:35])[CH2:8][C@H:7]3[C@@H:5]2[CH2:6]3)=[O:10])[CH:21]=[CH:20][CH:19]=1. Given the reactants [NH2:1][CH2:2][C@@H:3]1[CH2:8][C@H:7]2[C@H:5]([CH2:6]2)[N:4]1[C:9]([C:11]1[N:12]=[C:13]([CH3:23])[S:14][C:15]=1[C:16]1[CH:21]=[CH:20][CH:19]=[C:18]([F:22])[CH:17]=1)=[O:10].[N:24]1[C:33]2[C:28](=[CH:29][CH:30]=[CH:31][CH:32]=2)[CH:27]=[CH:26][C:25]=1[C:34](O)=[O:35], predict the reaction product. (5) The product is: [F:1][C:2]1[CH:9]=[CH:8][CH:7]=[C:6]([F:10])[C:3]=1[CH:4]=[N:12][OH:13]. Given the reactants [F:1][C:2]1[CH:9]=[CH:8][CH:7]=[C:6]([F:10])[C:3]=1[CH:4]=O.Cl.[NH2:12][OH:13].[OH-].[Na+].C(O)C, predict the reaction product. (6) Given the reactants [CH3:1][O:2][C:3]1[CH:4]=[C:5]([C:18]2[O:19][C:20]3[CH:26]=[CH:25][CH:24]=[CH:23][C:21]=3[N:22]=2)[CH:6]=[CH:7][C:8]=1B1OC(C)(C)C(C)(C)O1.[Br:27][C:28]1[CH:33]=[CH:32][CH:31]=[CH:30][N:29]=1, predict the reaction product. The product is: [Br:27][C:28]1[N:29]=[C:30]([C:8]2[CH:7]=[CH:6][C:5]([C:18]3[O:19][C:20]4[CH:26]=[CH:25][CH:24]=[CH:23][C:21]=4[N:22]=3)=[CH:4][C:3]=2[O:2][CH3:1])[CH:31]=[CH:32][CH:33]=1.